This data is from Catalyst prediction with 721,799 reactions and 888 catalyst types from USPTO. The task is: Predict which catalyst facilitates the given reaction. Reactant: [C:1]([C:3]1[CH:51]=[CH:50][C:6]2[N:7]([CH2:36][C:37]3[C:46]4[C:41](=[CH:42][CH:43]=[CH:44][CH:45]=4)[N:40]=[CH:39][C:38]=3[CH:47]3[CH2:49][CH2:48]3)[C:8](=[O:35])[C@@H:9]([NH:21][C:22](=[O:34])[C@@H:23]([N:25](C)[C:26](=O)OC(C)(C)C)[CH3:24])[C@H:10]([CH3:20])[N:11]([C:12]([CH:14]3[CH2:19][CH2:18][O:17][CH2:16][CH2:15]3)=[O:13])[C:5]=2[CH:4]=1)#[N:2].[ClH:52]. Product: [ClH:52].[ClH:52].[C:1]([C:3]1[CH:51]=[CH:50][C:6]2[N:7]([CH2:36][C:37]3[C:46]4[C:41](=[CH:42][CH:43]=[CH:44][CH:45]=4)[N:40]=[CH:39][C:38]=3[CH:47]3[CH2:49][CH2:48]3)[C:8](=[O:35])[C@@H:9]([NH:21][C:22](=[O:34])[C@@H:23]([NH:25][CH3:26])[CH3:24])[C@H:10]([CH3:20])[N:11]([C:12]([CH:14]3[CH2:19][CH2:18][O:17][CH2:16][CH2:15]3)=[O:13])[C:5]=2[CH:4]=1)#[N:2]. The catalyst class is: 440.